Dataset: Retrosynthesis with 50K atom-mapped reactions and 10 reaction types from USPTO. Task: Predict the reactants needed to synthesize the given product. (1) Given the product O=C(O)C(=O)Nc1ccccc1, predict the reactants needed to synthesize it. The reactants are: CCOC(=O)C(=O)Nc1ccccc1. (2) Given the product CN1CCCCC1CCn1ccc2cc(N)ccc21, predict the reactants needed to synthesize it. The reactants are: CN1CCCCC1CCn1ccc2cc([N+](=O)[O-])ccc21. (3) Given the product CC(C)(C)[C@@H](Cn1cnc(Cc2ccccc2)c1)OC(=O)Oc1ccc([N+](=O)[O-])cc1, predict the reactants needed to synthesize it. The reactants are: CC(C)(C)[C@H](O)Cn1cnc(Cc2ccccc2)c1.O=C(Cl)Oc1ccc([N+](=O)[O-])cc1. (4) Given the product C=CC(O)(CCCl)c1ccccc1, predict the reactants needed to synthesize it. The reactants are: C=C[Mg+].O=C(CCCl)c1ccccc1. (5) Given the product Oc1ccc(Cn2ccnc2)c2cccnc12, predict the reactants needed to synthesize it. The reactants are: Oc1ccc(CCl)c2cccnc12.c1c[nH]cn1. (6) Given the product Cc1nc(CN2CCNCC2)cs1, predict the reactants needed to synthesize it. The reactants are: C1CNCCN1.Cc1nc(CCl)cs1.